From a dataset of Full USPTO retrosynthesis dataset with 1.9M reactions from patents (1976-2016). Predict the reactants needed to synthesize the given product. (1) Given the product [OH:6][CH:8]1[CH2:11][CH2:10][N:9]([C:22]([O:24][C:25]([CH3:26])([CH3:27])[CH3:28])=[O:23])[CH2:7]1, predict the reactants needed to synthesize it. The reactants are: N1([OH:6])CCCC1.[CH2:7]([N:9](CC)[CH2:10][CH3:11])[CH3:8].[C:22](O[C:22]([O:24][C:25]([CH3:28])([CH3:27])[CH3:26])=[O:23])([O:24][C:25]([CH3:28])([CH3:27])[CH3:26])=[O:23]. (2) Given the product [Br:1][C:2]1[CH:3]=[C:4]([CH2:9][N:10]([CH3:11])[C:19]([C:18]2[CH:17]=[C:16]([CH:24]=[CH:23][CH:22]=2)[C:14]([O:13][CH3:12])=[O:15])=[O:21])[CH:5]=[CH:6][C:7]=1[F:8], predict the reactants needed to synthesize it. The reactants are: [Br:1][C:2]1[CH:3]=[C:4]([CH2:9][NH:10][CH3:11])[CH:5]=[CH:6][C:7]=1[F:8].[CH3:12][O:13][C:14]([C:16]1[CH:17]=[C:18]([CH:22]=[CH:23][CH:24]=1)[C:19]([OH:21])=O)=[O:15].CN(C(ON1N=NC2C=CC=CC1=2)=[N+](C)C)C.F[P-](F)(F)(F)(F)F.CCN(CC)CC.